From a dataset of Peptide-MHC class II binding affinity with 134,281 pairs from IEDB. Regression. Given a peptide amino acid sequence and an MHC pseudo amino acid sequence, predict their binding affinity value. This is MHC class II binding data. (1) The peptide sequence is NPNYLALLVKYVNGD. The MHC is DRB1_1101 with pseudo-sequence DRB1_1101. The binding affinity (normalized) is 0.632. (2) The peptide sequence is STGEAHLAEENEGDN. The binding affinity (normalized) is 0.267. The MHC is DRB3_0202 with pseudo-sequence DRB3_0202.